Dataset: Catalyst prediction with 721,799 reactions and 888 catalyst types from USPTO. Task: Predict which catalyst facilitates the given reaction. (1) Reactant: [CH3:1][C:2]([C:16]1[O:20][N:19]=[C:18]([NH:21][C:22](=[O:37])[C:23]([CH3:36])([S:25]([CH2:28][CH2:29][CH:30]2[CH2:35][CH2:34][O:33][CH2:32][CH2:31]2)(=[O:27])=[O:26])[CH3:24])[CH:17]=1)([CH3:15])[CH2:3][O:4][Si](C(C)C)(C(C)C)C(C)C.[F-].C([N+](CCCC)(CCCC)CCCC)CCC. Product: [OH:4][CH2:3][C:2]([C:16]1[O:20][N:19]=[C:18]([NH:21][C:22](=[O:37])[C:23]([CH3:24])([S:25]([CH2:28][CH2:29][CH:30]2[CH2:35][CH2:34][O:33][CH2:32][CH2:31]2)(=[O:27])=[O:26])[CH3:36])[CH:17]=1)([CH3:15])[CH3:1]. The catalyst class is: 598. (2) Reactant: FC(F)(F)C([N:5]1[CH2:10][CH2:9][N:8]([C:11]2[CH:16]=[C:15]([S:17]([N:20]3[C:28]4[C:23](=[CH:24][CH:25]=[C:26]([F:29])[CH:27]=4)[C:22]([CH2:30][O:31][CH3:32])=[CH:21]3)(=[O:19])=[O:18])[CH:14]=[CH:13][C:12]=2[O:33][CH3:34])[CH2:7][CH2:6]1)=O.[OH-].[K+]. The catalyst class is: 1. Product: [F:29][C:26]1[CH:27]=[C:28]2[C:23]([C:22]([CH2:30][O:31][CH3:32])=[CH:21][N:20]2[S:17]([C:15]2[CH:14]=[CH:13][C:12]([O:33][CH3:34])=[C:11]([N:8]3[CH2:9][CH2:10][NH:5][CH2:6][CH2:7]3)[CH:16]=2)(=[O:19])=[O:18])=[CH:24][CH:25]=1. (3) Reactant: [N:1]1[CH:6]=[CH:5][C:4]([C:7]2[S:8][CH:9]=[C:10]([NH:12]C(OC(C)(C)C)=O)[N:11]=2)=[CH:3][CH:2]=1.FC(F)(F)C(O)=O. Product: [N:1]1[CH:2]=[CH:3][C:4]([C:7]2[S:8][CH:9]=[C:10]([NH2:12])[N:11]=2)=[CH:5][CH:6]=1. The catalyst class is: 2. (4) Reactant: [Cl:1][C:2]1[C:3]2[C:10]([I:11])=[CH:9][NH:8][C:4]=2[N:5]=[CH:6][N:7]=1.O[CH2:13][C@@H:14]1[CH2:18][CH2:17][CH2:16][N:15]1[C:19]([O:21][C:22]([CH3:25])([CH3:24])[CH3:23])=[O:20].C1C=CC(P(C2C=CC=CC=2)C2C=CC=CC=2)=CC=1.CC(OC(/N=N/C(OC(C)C)=O)=O)C. Product: [C:22]([O:21][C:19]([N:15]1[CH2:16][CH2:17][CH2:18][C@H:14]1[CH2:13][N:8]1[C:4]2[N:5]=[CH:6][N:7]=[C:2]([Cl:1])[C:3]=2[C:10]([I:11])=[CH:9]1)=[O:20])([CH3:25])([CH3:23])[CH3:24]. The catalyst class is: 1.